This data is from Forward reaction prediction with 1.9M reactions from USPTO patents (1976-2016). The task is: Predict the product of the given reaction. (1) Given the reactants [Cl:1][C:2]1[CH:23]=[CH:22][CH:21]=[C:20]([Cl:24])[C:3]=1[C:4]([NH:6][C@H:7]([C:16]([O:18][CH3:19])=[O:17])[CH2:8][C:9]1[CH:14]=[CH:13][C:12]([OH:15])=[CH:11][CH:10]=1)=[O:5].C1(P(C2C=CC=CC=2)C2C=CC=CC=2)C=CC=CC=1.[N:44]1[C:53]2[NH:52][CH2:51][CH2:50][CH2:49][C:48]=2[CH:47]=[CH:46][C:45]=1[CH2:54]O, predict the reaction product. The product is: [Cl:1][C:2]1[CH:23]=[CH:22][CH:21]=[C:20]([Cl:24])[C:3]=1[C:4]([NH:6][C@H:7]([C:16]([O:18][CH3:19])=[O:17])[CH2:8][C:9]1[CH:10]=[CH:11][C:12]([O:15][CH2:54][C:45]2[CH:46]=[CH:47][C:48]3[CH2:49][CH2:50][CH2:51][NH:52][C:53]=3[N:44]=2)=[CH:13][CH:14]=1)=[O:5]. (2) Given the reactants N.F[C:3](F)(F)[C:4]([NH:6][CH2:7][CH2:8][CH2:9][N:10]([CH3:28])[CH2:11][CH2:12][CH2:13][NH:14][C:15]1[N:16]=[N+:17]([O-:27])[C:18]2[CH:25]=[CH:24][C:23]([CH3:26])=[CH:22][C:19]=2[N+:20]=1[O-:21])=[O:5].N1(C(C2[C:51]3[C:42](=[CH:43][C:44]4[C:49]([N:50]=3)=[CH:48][CH:47]=[CH:46][CH:45]=4)[CH:41]=[CH:40][CH:39]=2)=O)C=CN=C1, predict the reaction product. The product is: [CH3:28][N:10]([CH2:11][CH2:12][CH2:13][NH:14][C:15]1[N:16]=[N+:17]([O-:27])[C:18]2[CH:25]=[CH:24][C:23]([CH3:26])=[CH:22][C:19]=2[N+:20]=1[O-:21])[CH2:9][CH2:8][CH2:7][NH:6][C:4]([C:3]1[C:51]2[C:42](=[CH:43][C:44]3[C:49]([N:50]=2)=[CH:48][CH:47]=[CH:46][CH:45]=3)[CH:41]=[CH:40][CH:39]=1)=[O:5]. (3) Given the reactants [OH:1][C:2]1[CH:7]=[CH:6][C:5]([C:8](=[O:18])[CH2:9][C:10]2[CH:15]=[CH:14][C:13]([O:16][CH3:17])=[CH:12][CH:11]=2)=[CH:4][CH:3]=1.C(=O)([O-])[O-].[K+].[K+].[CH2:25](Cl)[C:26]1[CH:31]=[CH:30][CH:29]=[CH:28][CH:27]=1, predict the reaction product. The product is: [CH2:25]([O:1][C:2]1[CH:3]=[CH:4][C:5]([C:8](=[O:18])[CH2:9][C:10]2[CH:15]=[CH:14][C:13]([O:16][CH3:17])=[CH:12][CH:11]=2)=[CH:6][CH:7]=1)[C:26]1[CH:31]=[CH:30][CH:29]=[CH:28][CH:27]=1.